Dataset: Forward reaction prediction with 1.9M reactions from USPTO patents (1976-2016). Task: Predict the product of the given reaction. (1) The product is: [CH2:2]([O:9][C:10]1[CH:15]=[CH:14][C:13]([NH:16][C:17]2[C:26]3[C:21](=[CH:22][CH:23]=[C:24]([C:33]4[C:34]([CH3:38])=[N:35][O:36][CH:37]=4)[CH:25]=3)[N:20]=[CH:19][N:18]=2)=[CH:12][CH:11]=1)[C:3]1[CH:8]=[CH:7][CH:6]=[CH:5][CH:4]=1. Given the reactants Cl.[CH2:2]([O:9][C:10]1[CH:15]=[CH:14][C:13]([NH:16][C:17]2[C:26]3[C:21](=[CH:22][CH:23]=[C:24](I)[CH:25]=3)[N:20]=[CH:19][N:18]=2)=[CH:12][CH:11]=1)[C:3]1[CH:8]=[CH:7][CH:6]=[CH:5][CH:4]=1.C([Sn](CCCC)(CCCC)[C:33]1[C:34]([CH3:38])=[N:35][O:36][CH:37]=1)CCC.C(N(CC)CC)C, predict the reaction product. (2) Given the reactants [F:1][C:2]1[CH:7]=[C:6]([I:8])[CH:5]=[CH:4][C:3]=1[NH:9][C:10]1[N:15]([CH3:16])[C:14](=[O:17])[C:13]2[CH2:18][CH2:19][CH2:20][C:12]=2[C:11]=1[C:21]([O:23]CC)=[O:22].[OH-].[Na+].Cl, predict the reaction product. The product is: [F:1][C:2]1[CH:7]=[C:6]([I:8])[CH:5]=[CH:4][C:3]=1[NH:9][C:10]1[N:15]([CH3:16])[C:14](=[O:17])[C:13]2[CH2:18][CH2:19][CH2:20][C:12]=2[C:11]=1[C:21]([OH:23])=[O:22]. (3) The product is: [NH2:28][C:29]1[N:30]=[C:31]([NH:37][CH2:38][CH2:39][NH:40][C:2]2[N:7]3[N:8]=[C:9]([C:11]([O:13][CH2:14][CH3:15])=[O:12])[N:10]=[C:6]3[CH:5]=[C:4]([C:16]3[CH:21]=[CH:20][C:19]([C:22]([F:25])([F:24])[F:23])=[CH:18][CH:17]=3)[N:3]=2)[CH:32]=[CH:33][C:34]=1[C:35]#[N:36]. Given the reactants Cl[C:2]1[N:7]2[N:8]=[C:9]([C:11]([O:13][CH2:14][CH3:15])=[O:12])[N:10]=[C:6]2[CH:5]=[C:4]([C:16]2[CH:21]=[CH:20][C:19]([C:22]([F:25])([F:24])[F:23])=[CH:18][CH:17]=2)[N:3]=1.Cl.Cl.[NH2:28][C:29]1[C:34]([C:35]#[N:36])=[CH:33][CH:32]=[C:31]([NH:37][CH2:38][CH2:39][NH2:40])[N:30]=1.CCN(C(C)C)C(C)C, predict the reaction product. (4) Given the reactants [C:1]([O:4][CH2:5][C:6]([CH3:36])([CH3:35])[CH2:7][N:8]1[C:14]2[CH:15]=[CH:16][C:17]([Cl:19])=[CH:18][C:13]=2[C@@H:12]([C:20]2[CH:25]=[CH:24][CH:23]=[C:22]([O:26][CH3:27])[C:21]=2[O:28][CH3:29])[O:11][C@H:10]([CH2:30][C:31](O)=[O:32])[C:9]1=[O:34])(=[O:3])[CH3:2].S(Cl)(Cl)=O.[NH2:41][C:42]1[CH:43]=[C:44]([CH:49]=[CH:50][CH:51]=1)[C:45]([O:47][CH3:48])=[O:46].C(N(CC)CC)C, predict the reaction product. The product is: [C:1]([O:4][CH2:5][C:6]([CH3:36])([CH3:35])[CH2:7][N:8]1[C:14]2[CH:15]=[CH:16][C:17]([Cl:19])=[CH:18][C:13]=2[C@@H:12]([C:20]2[CH:25]=[CH:24][CH:23]=[C:22]([O:26][CH3:27])[C:21]=2[O:28][CH3:29])[O:11][C@H:10]([CH2:30][C:31]([NH:41][C:42]2[CH:43]=[C:44]([CH:49]=[CH:50][CH:51]=2)[C:45]([O:47][CH3:48])=[O:46])=[O:32])[C:9]1=[O:34])(=[O:3])[CH3:2].